Dataset: Full USPTO retrosynthesis dataset with 1.9M reactions from patents (1976-2016). Task: Predict the reactants needed to synthesize the given product. (1) Given the product [C:30]([O:34][C:35]([NH:37][CH:38]([CH3:42])[C:39]([NH:2][CH:3]([C:26]([O:28][CH3:29])=[O:27])[CH2:4][C:5]1[CH:25]=[CH:24][C:8]([O:9][C:10]2[CH:23]=[CH:22][C:13]([CH:14]=[C:15]3[S:19][C:18](=[O:20])[NH:17][C:16]3=[O:21])=[CH:12][CH:11]=2)=[CH:7][CH:6]=1)=[O:40])=[O:36])([CH3:33])([CH3:32])[CH3:31], predict the reactants needed to synthesize it. The reactants are: Cl.[NH2:2][CH:3]([C:26]([O:28][CH3:29])=[O:27])[CH2:4][C:5]1[CH:25]=[CH:24][C:8]([O:9][C:10]2[CH:23]=[CH:22][C:13]([CH:14]=[C:15]3[S:19][C:18](=[O:20])[NH:17][C:16]3=[O:21])=[CH:12][CH:11]=2)=[CH:7][CH:6]=1.[C:30]([O:34][C:35]([NH:37][CH:38]([CH3:42])[C:39](O)=[O:40])=[O:36])([CH3:33])([CH3:32])[CH3:31].O.C(OCC)(=O)C. (2) Given the product [Br:1][C:2]1[C:3]([S:13]([Cl:12])(=[O:15])=[O:14])=[CH:4][C:5]2[O:9][C:8](=[O:10])[NH:7][C:6]=2[CH:11]=1, predict the reactants needed to synthesize it. The reactants are: [Br:1][C:2]1[CH:3]=[CH:4][C:5]2[O:9][C:8](=[O:10])[NH:7][C:6]=2[CH:11]=1.[Cl:12][S:13](O)(=[O:15])=[O:14]. (3) The reactants are: [F:1][C:2]1[C:3]([OH:10])=[C:4]([CH:7]=[CH:8][CH:9]=1)[C:5]#[N:6].[Br:11]N1C(=O)CCC1=O. Given the product [Br:11][C:8]1[CH:9]=[C:2]([F:1])[C:3]([OH:10])=[C:4]([CH:7]=1)[C:5]#[N:6], predict the reactants needed to synthesize it. (4) Given the product [Cl:1][C:2]1[CH:3]=[CH:4][C:5]([C:8]2[S:12][C:11]([C:13]([NH:15][CH2:30][CH2:29][CH2:28][C:27]([F:33])([F:32])[F:26])=[O:14])=[N:10][C:9]=2[C:16]2[CH:21]=[CH:20][C:19]([Cl:22])=[CH:18][C:17]=2[Cl:23])=[CH:6][CH:7]=1, predict the reactants needed to synthesize it. The reactants are: [Cl:1][C:2]1[CH:7]=[CH:6][C:5]([C:8]2[S:12][C:11]([C:13]([NH2:15])=[O:14])=[N:10][C:9]=2[C:16]2[CH:21]=[CH:20][C:19]([Cl:22])=[CH:18][C:17]=2[Cl:23])=[CH:4][CH:3]=1.[H-].[Na+].[F:26][C:27]([F:33])([F:32])[CH2:28][CH2:29][CH2:30]Br. (5) Given the product [CH3:18][C:17]1[CH:19]=[CH:20][C:14]([S:11]([O:9][CH2:7][CH:5]2[CH2:4][C:3]([CH3:2])([CH3:10])[CH2:6]2)(=[O:13])=[O:12])=[CH:15][CH:16]=1, predict the reactants needed to synthesize it. The reactants are: B.[CH3:2][C:3]1([CH3:10])[CH2:6][CH:5]([C:7]([OH:9])=O)[CH2:4]1.[S:11](Cl)([C:14]1[CH:20]=[CH:19][C:17]([CH3:18])=[CH:16][CH:15]=1)(=[O:13])=[O:12].C([O-])(O)=O.[Na+]. (6) Given the product [CH2:1]([O:3][C:4]1[CH:5]=[C:6]([CH:18]=[CH:19][C:20]=1[O:21][CH2:22][C:23]1[CH:24]=[N:25][C:26]([O:29][CH3:30])=[CH:27][CH:28]=1)[CH2:7][N:8]1[C:12]2=[N:13][CH:14]=[C:15]([N:35]3[CH2:36][CH2:37][N:32]([CH3:31])[CH2:33][CH2:34]3)[CH:16]=[C:11]2[N:10]=[CH:9]1)[CH3:2], predict the reactants needed to synthesize it. The reactants are: [CH2:1]([O:3][C:4]1[CH:5]=[C:6]([CH:18]=[CH:19][C:20]=1[O:21][CH2:22][C:23]1[CH:24]=[N:25][C:26]([O:29][CH3:30])=[CH:27][CH:28]=1)[CH2:7][N:8]1[C:12]2=[N:13][CH:14]=[C:15](I)[CH:16]=[C:11]2[N:10]=[CH:9]1)[CH3:2].[CH3:31][N:32]1[CH2:37][CH2:36][NH:35][CH2:34][CH2:33]1.N1CCC[C@H]1C(O)=O.C(=O)([O-])[O-].[K+].[K+].N#N. (7) The reactants are: [F:1][C:2]1([F:15])[O:6][C:5]2[CH:7]=[CH:8][CH:9]=[C:10]([S:11]([Cl:14])(=[O:13])=[O:12])[C:4]=2[O:3]1.C([N:23]1[CH2:28][CH2:27][N:26]([C:29]2[CH:34]=[C:33]([NH2:35])[CH:32]=[CH:31][C:30]=2[O:36][CH2:37][CH2:38][F:39])[CH2:25][CH2:24]1)(OC(C)(C)C)=O. Given the product [ClH:14].[F:39][CH2:38][CH2:37][O:36][C:30]1[C:29]([N:26]2[CH2:25][CH2:24][NH:23][CH2:28][CH2:27]2)=[CH:34][C:33]([NH:35][S:11]([C:10]2[C:4]3[O:3][C:2]([F:15])([F:1])[O:6][C:5]=3[CH:7]=[CH:8][CH:9]=2)(=[O:13])=[O:12])=[CH:32][CH:31]=1, predict the reactants needed to synthesize it.